Dataset: Forward reaction prediction with 1.9M reactions from USPTO patents (1976-2016). Task: Predict the product of the given reaction. (1) Given the reactants Cl.[NH2:2][C@H:3]([C:5]1[C:6](=[O:17])[N:7]([CH3:16])[C:8]2[C:13]([CH:14]=1)=[CH:12][C:11]([Cl:15])=[CH:10][CH:9]=2)[CH3:4].FC(F)(F)C(O)=O.Cl[C:26]1[N:31]=[C:30]([C:32]2[N:36]([CH:37]([CH3:39])[CH3:38])[CH:35]=[N:34][CH:33]=2)[CH:29]=[CH:28][N:27]=1.CCN(C(C)C)C(C)C, predict the reaction product. The product is: [Cl:15][C:11]1[CH:12]=[C:13]2[C:8](=[CH:9][CH:10]=1)[N:7]([CH3:16])[C:6](=[O:17])[C:5]([C@@H:3]([NH:2][C:26]1[N:31]=[C:30]([C:32]3[N:36]([CH:37]([CH3:39])[CH3:38])[CH:35]=[N:34][CH:33]=3)[CH:29]=[CH:28][N:27]=1)[CH3:4])=[CH:14]2. (2) Given the reactants [N:1]1([C:7]2[C:8]3[N:31]=[N:30][N:29]([CH2:32][CH:33]4[CH2:36][N:35](C(OC(C)(C)C)=O)[CH2:34]4)[C:9]=3[N:10]=[C:11]([C:13]3[CH:18]=[CH:17][C:16]([NH:19][C:20](=[O:28])[NH:21][C:22]4[CH:27]=[CH:26][CH:25]=[CH:24][CH:23]=4)=[CH:15][CH:14]=3)[N:12]=2)[CH2:6][CH2:5][O:4][CH2:3][CH2:2]1.C(O)(C(F)(F)F)=O.[OH-].[Na+], predict the reaction product. The product is: [NH:35]1[CH2:36][CH:33]([CH2:32][N:29]2[C:9]3[N:10]=[C:11]([C:13]4[CH:14]=[CH:15][C:16]([NH:19][C:20]([NH:21][C:22]5[CH:27]=[CH:26][CH:25]=[CH:24][CH:23]=5)=[O:28])=[CH:17][CH:18]=4)[N:12]=[C:7]([N:1]4[CH2:6][CH2:5][O:4][CH2:3][CH2:2]4)[C:8]=3[N:31]=[N:30]2)[CH2:34]1. (3) Given the reactants [C:1]([O:4][CH2:5][C:6]([CH3:36])([CH3:35])[CH2:7][N:8]1[C:14]2[CH:15]=[CH:16][C:17]([Cl:19])=[CH:18][C:13]=2[C@@H:12]([C:20]2[CH:25]=[CH:24][CH:23]=[C:22]([O:26][CH3:27])[C:21]=2[O:28][CH3:29])[O:11][C@H:10]([CH2:30][C:31]([NH2:33])=O)[C:9]1=[O:34])(=[O:3])[CH3:2].COC1C=CC(P2(SP(C3C=CC(OC)=CC=3)(=S)S2)=[S:46])=CC=1.C(=O)([O-])O.[Na+], predict the reaction product. The product is: [C:1]([O:4][CH2:5][C:6]([CH3:36])([CH3:35])[CH2:7][N:8]1[C:14]2[CH:15]=[CH:16][C:17]([Cl:19])=[CH:18][C:13]=2[C@@H:12]([C:20]2[CH:25]=[CH:24][CH:23]=[C:22]([O:26][CH3:27])[C:21]=2[O:28][CH3:29])[O:11][C@H:10]([CH2:30][C:31]([NH2:33])=[S:46])[C:9]1=[O:34])(=[O:3])[CH3:2]. (4) The product is: [Br:1][C:2]1[CH:7]=[CH:6][C:5]([O:8][CH2:9][CH2:10][CH2:11][N:14]2[CH2:19][CH2:18][O:17][CH2:16][CH2:15]2)=[C:4]([F:13])[CH:3]=1. Given the reactants [Br:1][C:2]1[CH:7]=[CH:6][C:5]([O:8][CH2:9][CH2:10][CH2:11]Cl)=[C:4]([F:13])[CH:3]=1.[NH:14]1[CH2:19][CH2:18][O:17][CH2:16][CH2:15]1, predict the reaction product. (5) Given the reactants [Si:1]([O:8][CH2:9][CH2:10][CH2:11][N:12]1[C:21](=[O:22])[C:20]2[C:15](=[CH:16][CH:17]=[C:18]([C:23]([F:26])([F:25])[F:24])[CH:19]=2)[NH:14][C:13]1=[O:27])([C:4]([CH3:7])([CH3:6])[CH3:5])([CH3:3])[CH3:2].[C:28]([O-])([O-])=O.[K+].[K+].CI, predict the reaction product. The product is: [Si:1]([O:8][CH2:9][CH2:10][CH2:11][N:12]1[C:21](=[O:22])[C:20]2[C:15](=[CH:16][CH:17]=[C:18]([C:23]([F:25])([F:26])[F:24])[CH:19]=2)[N:14]([CH3:28])[C:13]1=[O:27])([C:4]([CH3:7])([CH3:5])[CH3:6])([CH3:3])[CH3:2].